Dataset: Forward reaction prediction with 1.9M reactions from USPTO patents (1976-2016). Task: Predict the product of the given reaction. (1) The product is: [Cl:1][C:2]1[CH:7]=[C:6]([CH2:8][S:9]([CH3:10])=[O:14])[CH:5]=[C:4]([O:11][CH3:12])[N:3]=1. Given the reactants [Cl:1][C:2]1[CH:7]=[C:6]([CH2:8][S:9][CH3:10])[CH:5]=[C:4]([O:11][CH3:12])[N:3]=1.I(O)(=O)(=O)=[O:14].O.O.O.O.O.S([O-])([O-])(=O)=S.[Na+].[Na+].[Cl-].[Na+], predict the reaction product. (2) Given the reactants [NH2:1][C:2]1[CH:12]=[CH:11][C:5]([C:6]([N:8]([CH3:10])[CH3:9])=[O:7])=[CH:4][CH:3]=1.Cl[C:14]([O:16][CH2:17][C:18]([Cl:21])([Cl:20])[Cl:19])=[O:15], predict the reaction product. The product is: [CH3:9][N:8]([CH3:10])[C:6]([C:5]1[CH:11]=[CH:12][C:2]([NH:1][C:14](=[O:15])[O:16][CH2:17][C:18]([Cl:21])([Cl:20])[Cl:19])=[CH:3][CH:4]=1)=[O:7]. (3) The product is: [C:24]1([CH2:23][CH2:22][Si:31]([Cl:33])([Cl:32])[Cl:30])[CH:29]=[CH:28][CH:27]=[CH:26][CH:25]=1. Given the reactants [Cl-].C([P+](CCCC)(CCCC)CCCC)C1C=CC=CC=1.[CH2:22]=[CH:23][C:24]1[CH:29]=[CH:28][CH:27]=[CH:26][CH:25]=1.[Cl:30][SiH:31]([Cl:33])[Cl:32], predict the reaction product.